The task is: Predict the reactants needed to synthesize the given product.. This data is from Full USPTO retrosynthesis dataset with 1.9M reactions from patents (1976-2016). (1) Given the product [N:11]1[CH:12]=[CH:13][N:14]=[CH:15][C:10]=1[C:2]1[S:6][CH:5]=[C:4]([CH:7]=[O:8])[CH:3]=1, predict the reactants needed to synthesize it. The reactants are: Br[C:2]1[S:6][CH:5]=[C:4]([CH:7]=[O:8])[CH:3]=1.Cl[C:10]1[CH:15]=[N:14][CH:13]=[CH:12][N:11]=1.BrC1C=CC(C=O)=C(F)C=1.BrC1N=CC=CN=1. (2) Given the product [CH3:17][C:16]([CH3:19])([CH3:18])[CH2:15][O:14][C:11]1[CH:10]=[CH:9][CH:8]=[C:7]2[C:12]=1[CH:13]=[C:5]([C:3]([OH:4])=[O:2])[NH:6]2, predict the reactants needed to synthesize it. The reactants are: C[O:2][C:3]([C:5]1[NH:6][C:7]2[C:12]([CH:13]=1)=[C:11]([O:14][CH2:15][C:16]([CH3:19])([CH3:18])[CH3:17])[CH:10]=[CH:9][CH:8]=2)=[O:4].[Li+].[OH-].O. (3) The reactants are: Br[C:2]1[CH:7]=[CH:6][CH:5]=[C:4]([F:8])[C:3]=1[N:9]1[C:34](=[O:35])[C:12]2=[CH:13][N:14]([CH2:21][C:22]3[CH:27]=[CH:26][C:25]([N:28]4[CH:32]=[CH:31][CH:30]=[N:29]4)=[CH:24][C:23]=3F)[C:15]3[CH:16]=[CH:17][CH:18]=[CH:19][C:20]=3[C:11]2=[N:10]1.C(=O)([O-])[O-].[Na+].[Na+].[CH3:42][N:43](C)C=O. Given the product [F:8][C:4]1[C:3]([N:9]2[C:34](=[O:35])[C:12]3=[CH:13][N:14]([CH2:21][C:22]4[CH:23]=[CH:24][C:25]([N:28]5[CH:32]=[CH:31][CH:30]=[N:29]5)=[CH:26][CH:27]=4)[C:15]4[CH:16]=[CH:17][CH:18]=[CH:19][C:20]=4[C:11]3=[N:10]2)=[C:2]([CH:7]=[CH:6][CH:5]=1)[C:42]#[N:43], predict the reactants needed to synthesize it. (4) Given the product [CH2:14]([N:16]1[C:28]2[CH:27]=[CH:26][C:25]([CH2:29][NH:30][C:10](=[O:12])[CH:9]([NH:8][C:6](=[O:7])[O:5][C:1]([CH3:2])([CH3:3])[CH3:4])[CH3:13])=[CH:24][C:23]=2[C:22]2[C:17]1=[CH:18][CH:19]=[CH:20][CH:21]=2)[CH3:15], predict the reactants needed to synthesize it. The reactants are: [C:1]([O:5][C:6]([NH:8][CH:9]([CH3:13])[C:10]([OH:12])=O)=[O:7])([CH3:4])([CH3:3])[CH3:2].[CH2:14]([N:16]1[C:28]2[CH:27]=[CH:26][C:25]([CH2:29][NH2:30])=[CH:24][C:23]=2[C:22]2[C:17]1=[CH:18][CH:19]=[CH:20][CH:21]=2)[CH3:15].CN(C(ON1N=NC2C=CC=NC1=2)=[N+](C)C)C.F[P-](F)(F)(F)(F)F.O. (5) Given the product [CH3:1][O:2][C:3]1[CH:8]=[CH:7][C:6]([C@@H:9]([NH:11][CH2:18][C:13]2[CH:14]=[CH:15][CH:16]=[CH:17][N:12]=2)[CH3:10])=[CH:5][CH:4]=1, predict the reactants needed to synthesize it. The reactants are: [CH3:1][O:2][C:3]1[CH:8]=[CH:7][C:6]([C@@H:9]([NH2:11])[CH3:10])=[CH:5][CH:4]=1.[N:12]1[CH:17]=[CH:16][CH:15]=[CH:14][C:13]=1[CH:18]=O.C(O[BH-](OC(=O)C)OC(=O)C)(=O)C.[Na+]. (6) Given the product [NH2:8][C@@H:9]([CH2:10][CH2:11][OH:12])[C:13]([NH:30][CH2:31][CH2:32][CH2:33][C:34]#[C:35][C:36]1[CH:55]=[CH:54][CH:53]=[C:38]([O:39][CH:40]2[CH2:45][CH2:44][NH:43][CH2:42][CH2:41]2)[CH:37]=1)=[O:15], predict the reactants needed to synthesize it. The reactants are: C([NH:8][C@H:9]([C:13]([OH:15])=O)[CH2:10][CH2:11][OH:12])(OC(C)(C)C)=O.C1C=C2N=NN(O)C2=CC=1.O.N=C=N.[NH2:30][CH2:31][CH2:32][CH2:33][C:34]#[C:35][C:36]1[CH:37]=[C:38]([CH:53]=[CH:54][CH:55]=1)[O:39][CH:40]1[CH2:45][CH2:44][N:43](C(OC(C)(C)C)=O)[CH2:42][CH2:41]1.CC[NH+](CC)CC.CC[NH+](CC)CC.C([O-])([O-])=O. (7) Given the product [NH2:11][C:5]1[C:6]2[C:7](=[N:8][O:9][N:10]=2)[C:2]([Cl:1])=[CH:3][CH:4]=1, predict the reactants needed to synthesize it. The reactants are: [Cl:1][C:2]1[C:7]2=[N:8][O:9][N:10]=[C:6]2[C:5]([N+:11]([O-])=O)=[CH:4][CH:3]=1. (8) Given the product [C:1]([N:5]1[C:9]2[CH:10]=[CH:11][C:12]([C:37]3[CH:38]=[C:39]4[CH2:45][CH2:44][NH:43][C:40]4=[N:41][CH:42]=3)=[CH:13][C:8]=2[N:7]=[C:6]1[C:23]1[CH:28]=[C:27]([O:29][CH3:30])[CH:26]=[CH:25][C:24]=1[N:31]1[CH:35]=[CH:34][CH:33]=[N:32]1)([CH3:3])([CH3:4])[CH3:2], predict the reactants needed to synthesize it. The reactants are: [C:1]([N:5]1[C:9]2[CH:10]=[CH:11][C:12](B3OC(C)(C)C(C)(C)O3)=[CH:13][C:8]=2[N:7]=[C:6]1[C:23]1[CH:28]=[C:27]([O:29][CH3:30])[CH:26]=[CH:25][C:24]=1[N:31]1[CH:35]=[CH:34][CH:33]=[N:32]1)([CH3:4])([CH3:3])[CH3:2].Br[C:37]1[CH:38]=[C:39]2[CH2:45][CH2:44][NH:43][C:40]2=[N:41][CH:42]=1.C(=O)([O-])[O-].[K+].[K+]. (9) Given the product [CH3:1][N:2]1[CH2:14][CH2:13][C:12]2[C:11]3[C:6](=[CH:7][CH:8]=[C:9]([CH3:15])[CH:10]=3)[N:5]([CH2:18][C:19]([C:22]3[CH:27]=[CH:26][CH:25]=[CH:24][N:23]=3)([OH:20])[CH3:21])[C:4]=2[CH2:3]1, predict the reactants needed to synthesize it. The reactants are: [CH3:1][N:2]1[CH2:14][CH2:13][C:12]2[C:11]3[C:6](=[CH:7][CH:8]=[C:9]([CH3:15])[CH:10]=3)[NH:5][C:4]=2[CH2:3]1.[H-].[Na+].[CH3:18][C:19]1([C:22]2[CH:27]=[CH:26][CH:25]=[CH:24][N:23]=2)[CH2:21][O:20]1. (10) Given the product [F:1][C:2]1[CH:7]=[C:6]([F:8])[CH:5]=[CH:4][C:3]=1[C:9](=[O:23])[C:10]([C:11]1[CH:12]=[CH:13][C:14]2[N:15]([C:17]([CH:20]([CH3:21])[CH3:22])=[N:18][N:19]=2)[N:16]=1)=[O:27], predict the reactants needed to synthesize it. The reactants are: [F:1][C:2]1[CH:7]=[C:6]([F:8])[CH:5]=[CH:4][C:3]=1[C:9](=[O:23])[CH2:10][C:11]1[CH:12]=[CH:13][C:14]2[N:15]([C:17]([CH:20]([CH3:22])[CH3:21])=[N:18][N:19]=2)[N:16]=1.C1C(=O)N(Br)C(=[O:27])C1.